From a dataset of Full USPTO retrosynthesis dataset with 1.9M reactions from patents (1976-2016). Predict the reactants needed to synthesize the given product. (1) The reactants are: Cl[C:2]1[C:11]2[C:6](=[CH:7][CH:8]=[CH:9][CH:10]=2)[N:5]=[CH:4][CH:3]=1.[NH:12]1[CH2:17][CH2:16][NH:15][CH2:14][CH2:13]1.O.[OH-].[Na+]. Given the product [N:12]1([C:2]2[C:11]3[C:6](=[CH:7][CH:8]=[CH:9][CH:10]=3)[N:5]=[CH:4][CH:3]=2)[CH2:17][CH2:16][NH:15][CH2:14][CH2:13]1, predict the reactants needed to synthesize it. (2) Given the product [CH3:23][N:24]([CH3:25])[S:2]([C:5]1[CH:14]=[CH:13][C:12]2[NH:11][C:10](=[O:15])[C:9]3[NH:16][CH:17]=[C:18]([C:19]([OH:21])=[O:20])[C:8]=3[C:7]=2[CH:6]=1)(=[O:4])=[O:3], predict the reactants needed to synthesize it. The reactants are: Cl[S:2]([C:5]1[CH:14]=[CH:13][C:12]2[NH:11][C:10](=[O:15])[C:9]3[NH:16][CH:17]=[C:18]([C:19]([OH:21])=[O:20])[C:8]=3[C:7]=2[CH:6]=1)(=[O:4])=[O:3].Cl.[CH3:23][NH:24][CH3:25]. (3) The reactants are: [OH:1][C:2]1[CH:11]=[C:10]2[C:5]([C:6]([O:12][C:13]3[CH:14]=[C:15]4[C:19](=[CH:20][CH:21]=3)[NH:18][CH:17]=[CH:16]4)=[N:7][CH:8]=[N:9]2)=[CH:4][C:3]=1[O:22][CH3:23].[CH3:24][N:25]([CH3:29])[CH2:26][CH2:27]O. Given the product [CH3:24][N:25]([CH2:26][CH2:27][O:1][C:2]1[CH:11]=[C:10]2[C:5]([C:6]([O:12][C:13]3[CH:14]=[C:15]4[C:19](=[CH:20][CH:21]=3)[NH:18][CH:17]=[CH:16]4)=[N:7][CH:8]=[N:9]2)=[CH:4][C:3]=1[O:22][CH3:23])[CH3:29], predict the reactants needed to synthesize it. (4) Given the product [Cl:28][C:17]1[CH:18]=[CH:19][C:20]([N:22]2[CH2:27][CH2:26][O:25][CH2:24][CH2:23]2)=[CH:21][C:16]=1[CH:11]1[CH2:10][C:9]([CH3:29])([CH3:30])[C:8]2[C:13](=[CH:14][CH:15]=[C:6]([C:4]([OH:5])=[O:3])[CH:7]=2)[NH:12]1, predict the reactants needed to synthesize it. The reactants are: C([O:3][C:4]([C:6]1[CH:7]=[C:8]2[C:13](=[CH:14][CH:15]=1)[NH:12][CH:11]([C:16]1[CH:21]=[C:20]([N:22]3[CH2:27][CH2:26][O:25][CH2:24][CH2:23]3)[CH:19]=[CH:18][C:17]=1[Cl:28])[CH2:10][C:9]2([CH3:30])[CH3:29])=[O:5])C.[OH-].[Na+].Cl. (5) The reactants are: [CH3:1][O:2][C:3]1[CH:8]=[CH:7][C:6]([CH:9]([C:11]2[NH:19][C:14]3=[CH:15][N:16]=[CH:17][CH:18]=[C:13]3[CH:12]=2)[OH:10])=[CH:5][CH:4]=1. Given the product [CH3:1][O:2][C:3]1[CH:8]=[CH:7][C:6]([C:9]([C:11]2[NH:19][C:14]3=[CH:15][N:16]=[CH:17][CH:18]=[C:13]3[CH:12]=2)=[O:10])=[CH:5][CH:4]=1, predict the reactants needed to synthesize it. (6) Given the product [CH2:10]1[CH2:9][O:8][C:7]2([CH2:6][CH:5]([C:3]([O:2][CH3:1])=[O:4])[C:15]3[N:46]=[C:44]([NH:43][C:33]4[CH:34]=[CH:35][C:36]([N:37]5[CH:41]=[C:40]([CH3:42])[N:39]=[CH:38]5)=[C:31]([O:30][CH3:29])[CH:32]=4)[N:45]=[CH:17][C:14]=3[CH2:13]2)[O:11]1, predict the reactants needed to synthesize it. The reactants are: [CH3:1][O:2][C:3]([CH:5]1[C:15](=O)[C:14](=[CH:17]N(C)C)[CH2:13][C:7]2([O:11][CH:10](C)[CH2:9][O:8]2)[CH2:6]1)=[O:4].[N+]([O-])(O)=O.[N+]([O-])(O)=O.[CH3:29][O:30][C:31]1[CH:32]=[C:33]([NH:43][C:44]([NH2:46])=[NH:45])[CH:34]=[CH:35][C:36]=1[N:37]1[CH:41]=[C:40]([CH3:42])[N:39]=[CH:38]1.